Regression/Classification. Given a drug SMILES string, predict its absorption, distribution, metabolism, or excretion properties. Task type varies by dataset: regression for continuous measurements (e.g., permeability, clearance, half-life) or binary classification for categorical outcomes (e.g., BBB penetration, CYP inhibition). Dataset: cyp3a4_veith. From a dataset of CYP3A4 inhibition data for predicting drug metabolism from PubChem BioAssay. (1) The compound is COc1ccccc1CNc1cc(-c2cccnc2)ncn1. The result is 1 (inhibitor). (2) The molecule is COc1cccc(Cn2c(=O)c(-c3cccs3)nc3cncnc32)c1. The result is 1 (inhibitor). (3) The compound is NC(=O)Nn1c(CCC(=O)O)ccc1-c1ccc(F)cc1. The result is 0 (non-inhibitor). (4) The result is 1 (inhibitor). The drug is CN(C)c1ncc2nc(CCc3ccccc3)c(=O)n(Cc3cccs3)c2n1. (5) The drug is COc1cccc(Nc2ncc3nc(-c4ccc(F)cc4)c(=O)n(C)c3n2)c1. The result is 0 (non-inhibitor). (6) The result is 0 (non-inhibitor). The molecule is c1ccc2c3c([nH]c2c1)[C@@H]1[C@H]2CC[C@H]([C@H]4CCCN[C@@H]24)N1CC3. (7) The molecule is O=C(O)c1cc(=O)[nH]c(SCc2ccccc2)n1. The result is 0 (non-inhibitor).